This data is from Forward reaction prediction with 1.9M reactions from USPTO patents (1976-2016). The task is: Predict the product of the given reaction. Given the reactants N[C@H:2]([C:7]([OH:9])=[O:8])[CH2:3][CH:4]([CH3:6])C.N[C@H]([C:19]([OH:21])=[O:20])CC1C=CC=CC=1.OO.[OH:24][CH2:25][C:26]1[O:32][C:29]([CH:30]=[O:31])=[CH:28][CH:27]=1, predict the reaction product. The product is: [CH:30]([C:29]1[O:32][C:26]([CH:25]=[O:24])=[CH:27][CH:28]=1)=[O:31].[OH:24][CH2:25][C:26]1[O:32][C:29]([C:30]([OH:8])=[O:31])=[CH:28][CH:27]=1.[CH:19]([C:3]1[CH:4]=[CH:6][O:24][C:2]=1[C:7]([OH:9])=[O:8])=[O:20].[O:24]1[C:2]([C:7]([OH:9])=[O:8])=[CH:3][CH:4]=[C:6]1[C:19]([OH:21])=[O:20].